This data is from CYP2C19 inhibition data for predicting drug metabolism from PubChem BioAssay. The task is: Regression/Classification. Given a drug SMILES string, predict its absorption, distribution, metabolism, or excretion properties. Task type varies by dataset: regression for continuous measurements (e.g., permeability, clearance, half-life) or binary classification for categorical outcomes (e.g., BBB penetration, CYP inhibition). Dataset: cyp2c19_veith. (1) The compound is Cc1cc(=O)[nH]c(-n2nc(C)cc2C)n1. The result is 0 (non-inhibitor). (2) The compound is COc1cccc(Cn2c(=O)c(-c3cccs3)nc3cnc(OC)nc32)c1. The result is 0 (non-inhibitor). (3) The molecule is O=c1c(-c2ccccc2)nc2cnc(Nc3ccccc3)nc2n1Cc1cccs1. The result is 0 (non-inhibitor). (4) The result is 1 (inhibitor). The compound is Cc1ccc(CN2CCN(Cc3ccc(C)o3)[C@@H](C)C2)o1. (5) The drug is O=c1c(-c2ccccc2)nc2cnc(N3CCNCC3)nc2n1Cc1cccs1. The result is 1 (inhibitor).